From a dataset of Forward reaction prediction with 1.9M reactions from USPTO patents (1976-2016). Predict the product of the given reaction. (1) Given the reactants [CH2:1]([N:8]1[C:13](=[O:14])[C:12]([CH3:16])([CH3:15])[CH2:11][C:10]([C:17]2[C:25]3[C:20](=[CH:21][CH:22]=[C:23]([Cl:26])[CH:24]=3)[NH:19][C:18]=2[CH3:27])=[N:9]1)[C:2]1[CH:7]=[CH:6][CH:5]=[CH:4][CH:3]=1.C([O-])([O-])=O.[K+].[K+].Br[CH2:35][C:36]([O:38]C(C)(C)C)=[O:37], predict the reaction product. The product is: [CH2:1]([N:8]1[C:13](=[O:14])[C:12]([CH3:16])([CH3:15])[CH2:11][C:10]([C:17]2[C:25]3[C:20](=[CH:21][CH:22]=[C:23]([Cl:26])[CH:24]=3)[N:19]([CH2:35][C:36]([OH:38])=[O:37])[C:18]=2[CH3:27])=[N:9]1)[C:2]1[CH:3]=[CH:4][CH:5]=[CH:6][CH:7]=1. (2) Given the reactants CC(C)([O-])C.[K+].O1CCOCC1.[NH2:13][C:14]1[S:15][CH:16]=[CH:17][C:18]=1[C:19]#[N:20].[C:21]([C:23]1[CH:28]=[CH:27][CH:26]=[C:25]([C:29]#[N:30])[CH:24]=1)#[N:22], predict the reaction product. The product is: [NH2:20][C:19]1[C:18]2[CH:17]=[CH:16][S:15][C:14]=2[N:13]=[C:21]([C:23]2[CH:24]=[C:25]([CH:26]=[CH:27][CH:28]=2)[C:29]#[N:30])[N:22]=1.